The task is: Predict the product of the given reaction.. This data is from Forward reaction prediction with 1.9M reactions from USPTO patents (1976-2016). (1) Given the reactants [CH3:1][CH2:2]CCCC.C([Li])CCC.[O:12]1[CH2:16][CH2:15][CH:14]([CH2:17][NH:18][C:19]([C:21]2[CH:25]=[C:24]([CH2:26][O:27][CH2:28][C:29]3[CH:38]=[CH:37][C:36]4[C:31](=[CH:32][CH:33]=[CH:34][CH:35]=4)[CH:30]=3)[O:23][N:22]=2)=[O:20])[CH2:13]1.IC.Cl, predict the reaction product. The product is: [O:12]1[CH2:16][CH2:15][CH:14]([CH2:17][NH:18][C:19]([C:21]2[C:25]([CH2:1][CH3:2])=[C:24]([CH2:26][O:27][CH2:28][C:29]3[CH:38]=[CH:37][C:36]4[C:31](=[CH:32][CH:33]=[CH:34][CH:35]=4)[CH:30]=3)[O:23][N:22]=2)=[O:20])[CH2:13]1. (2) Given the reactants [F-].C([N+](CCCC)(CCCC)CCCC)CCC.C1COCC1.[CH2:24]([O:27][C:28]1[CH:35]=[CH:34][C:31]([CH:32]=[O:33])=[CH:30][C:29]=1[O:36]COCC[Si](C)(C)C)[CH:25]=[CH2:26], predict the reaction product. The product is: [CH2:24]([O:27][C:28]1[CH:35]=[CH:34][C:31]([CH:32]=[O:33])=[CH:30][C:29]=1[OH:36])[CH:25]=[CH2:26].